Dataset: Forward reaction prediction with 1.9M reactions from USPTO patents (1976-2016). Task: Predict the product of the given reaction. (1) Given the reactants C[O:2][C:3]1[CH:25]=[C:24]([O:26]C)[CH:23]=[CH:22][C:4]=1[C:5]([N:7]1[C:16]2[C:11](=[CH:12][CH:13]=[C:14]([F:17])[CH:15]=2)[N:10]([CH3:18])[C:9](=[O:19])[C@H:8]1[CH2:20][CH3:21])=[O:6].C([C@H]1N(C(=O)C2C=CC(O)=CC=2)C2C(=CC(F)=CC=2)N(C)C1=O)C, predict the reaction product. The product is: [OH:2][C:3]1[CH:25]=[C:24]([OH:26])[CH:23]=[CH:22][C:4]=1[C:5]([N:7]1[C:16]2[C:11](=[CH:12][CH:13]=[C:14]([F:17])[CH:15]=2)[N:10]([CH3:18])[C:9](=[O:19])[C@H:8]1[CH2:20][CH3:21])=[O:6]. (2) Given the reactants [In].[Cl-].[Li+].I[C:5]1[CH:25]=[CH:24][CH:23]=[CH:22][C:6]=1[CH2:7][O:8][N:9]([C:15]([O:17][C:18]([CH3:21])([CH3:20])[CH3:19])=[O:16])[CH2:10][C:11]([CH2:13]Cl)=[CH2:12], predict the reaction product. The product is: [CH2:12]=[C:11]1[CH2:13][C:5]2[CH:25]=[CH:24][CH:23]=[CH:22][C:6]=2[CH2:7][O:8][N:9]([C:15]([O:17][C:18]([CH3:21])([CH3:20])[CH3:19])=[O:16])[CH2:10]1. (3) Given the reactants [CH3:1][S-:2].[Na+].F[C:5]1[CH:10]=[CH:9][C:8]([I:11])=[C:7]([Cl:12])[CH:6]=1, predict the reaction product. The product is: [Cl:12][C:7]1[CH:6]=[C:5]([S:2][CH3:1])[CH:10]=[CH:9][C:8]=1[I:11]. (4) Given the reactants [CH3:1][N:2]1[CH:6]=[C:5]([C:7]2[CH:20]=[CH:19][C:10]3[N:11]=[C:12]([N:14]4[CH2:17][CH:16]([OH:18])[CH2:15]4)[S:13][C:9]=3[CH:8]=2)[CH:4]=[N:3]1.C(N(CC)C(C)C)(C)C.[N+:30]([C:33]1[CH:38]=[CH:37][C:36]([S:39](N2C=NC=N2)(=[O:41])=[O:40])=[CH:35][CH:34]=1)([O-:32])=[O:31].C(N(CC)CC)C, predict the reaction product. The product is: [N+:30]([C:33]1[CH:34]=[CH:35][C:36]([S:39]([O:18][CH:16]2[CH2:17][N:14]([C:12]3[S:13][C:9]4[CH:8]=[C:7]([C:5]5[CH:4]=[N:3][N:2]([CH3:1])[CH:6]=5)[CH:20]=[CH:19][C:10]=4[N:11]=3)[CH2:15]2)(=[O:41])=[O:40])=[CH:37][CH:38]=1)([O-:32])=[O:31]. (5) Given the reactants [CH:1]1([C@H:4]([NH:6][C:7]2[N:12]=[C:11]([NH:13][C@@H:14]([CH:16]3[CH2:18][CH2:17]3)[CH3:15])[N:10]=[C:9]([C:19]3[N:24]=[C:23]([C:25]([O:27]C)=[O:26])[CH:22]=[CH:21][CH:20]=3)[N:8]=2)[CH3:5])[CH2:3][CH2:2]1.[OH-].[Li+].Cl, predict the reaction product. The product is: [CH:1]1([C@H:4]([NH:6][C:7]2[N:12]=[C:11]([NH:13][C@@H:14]([CH:16]3[CH2:17][CH2:18]3)[CH3:15])[N:10]=[C:9]([C:19]3[N:24]=[C:23]([C:25]([OH:27])=[O:26])[CH:22]=[CH:21][CH:20]=3)[N:8]=2)[CH3:5])[CH2:2][CH2:3]1. (6) Given the reactants N[C:2]1[CH:3]=[C:4]([F:16])[CH:5]=[C:6]([C:8]2[C:9]([C:14]#[N:15])=[CH:10][CH:11]=[CH:12][CH:13]=2)[CH:7]=1.N([O-])=O.[Na+].[BrH:21], predict the reaction product. The product is: [Br:21][C:2]1[CH:3]=[C:4]([F:16])[CH:5]=[C:6]([C:8]2[C:9]([C:14]#[N:15])=[CH:10][CH:11]=[CH:12][CH:13]=2)[CH:7]=1.